This data is from Reaction yield outcomes from USPTO patents with 853,638 reactions. The task is: Predict the reaction yield, written as a fraction of the theoretical maximum amount of product (1.0 means a 100% yield; for example, 0.34 means a 34% yield). (1) The reactants are [NH2:1][C:2]([CH3:6])([CH3:5])[CH2:3][OH:4].[H-].[Na+].[CH:9]([N:12]1[C:16]([C:17]2[N:18]=[C:19]3[C:25]4[CH:26]=[CH:27][C:28]([C:30](OC)=O)=[CH:29][C:24]=4[O:23][CH2:22][CH2:21][N:20]3[CH:34]=2)=[N:15][CH:14]=[N:13]1)([CH3:11])[CH3:10].C(Cl)Cl.S(Cl)(Cl)=O. The catalyst is O1CCCC1.C1COCC1.CN(C=O)C. The product is [CH3:5][C:2]1([CH3:6])[CH2:3][O:4][C:30]([C:28]2[CH:27]=[CH:26][C:25]3[C:19]4[N:20]([CH:34]=[C:17]([C:16]5[N:12]([CH:9]([CH3:11])[CH3:10])[N:13]=[CH:14][N:15]=5)[N:18]=4)[CH2:21][CH2:22][O:23][C:24]=3[CH:29]=2)=[N:1]1. The yield is 0.480. (2) The reactants are [F:1][C:2]1[CH:7]=[CH:6][C:5]([C:8]2[O:9][C:10]3[CH:20]=[CH:19][C:18]([C:21]4[CH:26]=[C:25]([C:27](=[O:33])[NH:28][CH2:29][CH:30]([CH3:32])[CH3:31])[CH:24]=[CH:23][C:22]=4[OH:34])=[CH:17][C:11]=3[C:12]=2[C:13]([NH:15][CH3:16])=[O:14])=[CH:4][CH:3]=1.Br[CH2:36][CH2:37][N:38]1[C:46](=[O:47])[C:45]2[C:40](=[CH:41][CH:42]=[CH:43][CH:44]=2)[C:39]1=[O:48].C1CCN2C(=NCCC2)CC1. The catalyst is CN(C=O)C. The product is [O:48]=[C:39]1[C:40]2[C:45](=[CH:44][CH:43]=[CH:42][CH:41]=2)[C:46](=[O:47])[N:38]1[CH2:37][CH2:36][O:34][C:22]1[CH:23]=[CH:24][C:25]([C:27](=[O:33])[NH:28][CH2:29][CH:30]([CH3:32])[CH3:31])=[CH:26][C:21]=1[C:18]1[CH:19]=[CH:20][C:10]2[O:9][C:8]([C:5]3[CH:4]=[CH:3][C:2]([F:1])=[CH:7][CH:6]=3)=[C:12]([C:13]([NH:15][CH3:16])=[O:14])[C:11]=2[CH:17]=1. The yield is 0.230. (3) The reactants are N[C:2]1[CH:3]=[C:4]([CH:7]=[CH:8][CH:9]=1)[C:5]#[N:6].C(OC([O:20][C:21]([CH3:24])([CH3:23])[CH3:22])=O)([O:20][C:21]([CH3:24])([CH3:23])[CH3:22])=O.[N:25]1[CH:30]=CC=CC=1.C(=O)=[O:32]. The catalyst is C(Cl)Cl.CN(C1C=CN=CC=1)C.CCOC(C)=O. The product is [C:21]([O:20][NH:25][C:30]([C:2]1[CH:3]=[C:4]([CH:7]=[CH:8][CH:9]=1)[C:5]#[N:6])=[O:32])([CH3:22])([CH3:23])[CH3:24]. The yield is 0.930. (4) The reactants are [C:1]([O:5][C:6]([N:8]1[CH2:12][CH2:11][CH2:10][CH:9]1[C:13]1[NH:14][C:15]([C:18]2[CH:23]=[CH:22][C:21]([C:24]3[CH:33]=[CH:32][C:31]4[C:26](=[CH:27][CH:28]=[C:29](B5OC(C)(C)C(C)(C)O5)[CH:30]=4)[CH:25]=3)=[CH:20][CH:19]=2)=[CH:16][N:17]=1)=[O:7])([CH3:4])([CH3:3])[CH3:2].[C:43]([O:47][C:48]([N:50]1[CH:55]([C:56]2[NH:60][C:59]3[CH:61]=[C:62](Br)[CH:63]=[CH:64][C:58]=3[N:57]=2)[CH:54]2[CH2:66][CH:51]1[CH2:52][CH2:53]2)=[O:49])([CH3:46])([CH3:45])[CH3:44].C(=O)([O-])[O-].[K+].[K+]. The catalyst is COCCOC.O.C(OCC)(=O)C.C1C=CC(P(C2C=CC=CC=2)[C-]2C=CC=C2)=CC=1.C1C=CC(P(C2C=CC=CC=2)[C-]2C=CC=C2)=CC=1.Cl[Pd]Cl.[Fe+2].C1C=CC([P]([Pd]([P](C2C=CC=CC=2)(C2C=CC=CC=2)C2C=CC=CC=2)([P](C2C=CC=CC=2)(C2C=CC=CC=2)C2C=CC=CC=2)[P](C2C=CC=CC=2)(C2C=CC=CC=2)C2C=CC=CC=2)(C2C=CC=CC=2)C2C=CC=CC=2)=CC=1. The product is [C:43]([O:47][C:48]([N:50]1[CH:55]([C:56]2[NH:60][C:59]3[CH:61]=[C:62]([C:29]4[CH:28]=[CH:27][C:26]5[C:31](=[CH:32][CH:33]=[C:24]([C:21]6[CH:22]=[CH:23][C:18]([C:15]7[NH:14][C:13]([CH:9]8[CH2:10][CH2:11][CH2:12][N:8]8[C:6]([O:5][C:1]([CH3:4])([CH3:3])[CH3:2])=[O:7])=[N:17][CH:16]=7)=[CH:19][CH:20]=6)[CH:25]=5)[CH:30]=4)[CH:63]=[CH:64][C:58]=3[N:57]=2)[CH:54]2[CH2:66][CH:51]1[CH2:52][CH2:53]2)=[O:49])([CH3:46])([CH3:45])[CH3:44]. The yield is 0.350. (5) The catalyst is CO. The product is [CH3:16][O:5][C:4](=[O:6])[C:3]1[CH:7]=[CH:8][CH:9]=[N:10][C:2]=1[OH:1]. The reactants are [OH:1][C:2]1[N:10]=[CH:9][CH:8]=[CH:7][C:3]=1[C:4]([OH:6])=[O:5].S(=O)(=O)(O)O.[C:16]1(C)C=CC=CC=1.C(=O)([O-])[O-].[K+].[K+]. The yield is 0.840. (6) The reactants are [OH:1][C:2]1[CH:7]=[CH:6][C:5]([C:8]2[CH:13]=[CH:12][CH:11]=[C:10]([CH2:14][O:15][C:16]3[CH:21]=[CH:20][C:19]([C:22]4([CH2:26][C:27]([O:29][CH2:30][CH3:31])=[O:28])[CH2:25][O:24][CH2:23]4)=[CH:18][CH:17]=3)[CH:9]=2)=[CH:4][C:3]=1[O:32][CH3:33].CC1C=CC(S(O[CH2:45][CH2:46][CH2:47][S:48]([CH3:51])(=[O:50])=[O:49])(=O)=O)=CC=1.C(=O)([O-])[O-].[Cs+].[Cs+]. The catalyst is CN(C=O)C. The product is [CH3:33][O:32][C:3]1[CH:4]=[C:5]([C:8]2[CH:13]=[CH:12][CH:11]=[C:10]([CH2:14][O:15][C:16]3[CH:21]=[CH:20][C:19]([C:22]4([CH2:26][C:27]([O:29][CH2:30][CH3:31])=[O:28])[CH2:25][O:24][CH2:23]4)=[CH:18][CH:17]=3)[CH:9]=2)[CH:6]=[CH:7][C:2]=1[O:1][CH2:45][CH2:46][CH2:47][S:48]([CH3:51])(=[O:50])=[O:49]. The yield is 0.980.